Dataset: Forward reaction prediction with 1.9M reactions from USPTO patents (1976-2016). Task: Predict the product of the given reaction. Given the reactants [Cl:1][C:2]1[CH:7]=[CH:6][C:5]([C:8]2[N:9]([C:18]3[CH:23]=[CH:22][CH:21]=[CH:20][C:19]=3[Cl:24])[N:10]=[C:11]3[C:16](O)=[N:15][CH:14]=[N:13][C:12]=23)=[CH:4][CH:3]=1.C(N(CC)C1C=CC=CC=1)C.O=P(Cl)(Cl)[Cl:38], predict the reaction product. The product is: [Cl:38][C:16]1[C:11]2[C:12](=[C:8]([C:5]3[CH:6]=[CH:7][C:2]([Cl:1])=[CH:3][CH:4]=3)[N:9]([C:18]3[CH:23]=[CH:22][CH:21]=[CH:20][C:19]=3[Cl:24])[N:10]=2)[N:13]=[CH:14][N:15]=1.